From a dataset of NCI-60 drug combinations with 297,098 pairs across 59 cell lines. Regression. Given two drug SMILES strings and cell line genomic features, predict the synergy score measuring deviation from expected non-interaction effect. Drug 1: C1=CC(=CC=C1CC(C(=O)O)N)N(CCCl)CCCl.Cl. Drug 2: CCC(=C(C1=CC=CC=C1)C2=CC=C(C=C2)OCCN(C)C)C3=CC=CC=C3.C(C(=O)O)C(CC(=O)O)(C(=O)O)O. Cell line: MALME-3M. Synergy scores: CSS=10.0, Synergy_ZIP=-2.48, Synergy_Bliss=3.43, Synergy_Loewe=-4.94, Synergy_HSA=0.558.